From a dataset of Forward reaction prediction with 1.9M reactions from USPTO patents (1976-2016). Predict the product of the given reaction. (1) The product is: [I:5][C:6]1[CH:11]=[CH:10][CH:9]=[CH:8][C:7]=1[CH2:12][N:13]1[N:17]=[C:16]([C:18]([Cl:3])=[O:20])[CH:15]=[N:14]1. Given the reactants S(Cl)([Cl:3])=O.[I:5][C:6]1[CH:11]=[CH:10][CH:9]=[CH:8][C:7]=1[CH2:12][N:13]1[N:17]=[C:16]([C:18]([OH:20])=O)[CH:15]=[N:14]1, predict the reaction product. (2) Given the reactants Cl[C:2]1[C:11]2[C:6](=[CH:7][C:8]([OH:30])=[C:9]([C:12]3[N:13]=[N:14][C:15]([N:18]([CH3:29])[CH:19]4[CH2:24][C:23]([CH3:26])([CH3:25])[NH:22][C:21]([CH3:28])([CH3:27])[CH2:20]4)=[CH:16][CH:17]=3)[CH:10]=2)[N:5]=[CH:4][CH:3]=1.[CH3:31][O-:32].[Na+].Cl, predict the reaction product. The product is: [CH3:31][O:32][C:2]1[C:11]2[C:6](=[CH:7][C:8]([OH:30])=[C:9]([C:12]3[N:13]=[N:14][C:15]([N:18]([CH3:29])[CH:19]4[CH2:24][C:23]([CH3:26])([CH3:25])[NH:22][C:21]([CH3:28])([CH3:27])[CH2:20]4)=[CH:16][CH:17]=3)[CH:10]=2)[N:5]=[CH:4][CH:3]=1. (3) Given the reactants Br[C:2]1[CH:3]=[CH:4][C:5]([Cl:12])=[C:6]([CH:11]=1)[C:7]([O:9]C)=[O:8].[Cl:13][C:14]1[C:15]([CH3:30])=[C:16]([OH:29])[CH:17]=[C:18]2[C:22]=1[C:21](=[O:23])[CH:20]([CH:24]1[CH2:28][CH2:27][CH2:26][CH2:25]1)[CH2:19]2, predict the reaction product. The product is: [Cl:12][C:5]1[CH:4]=[CH:3][C:2]([C:4]2[CH:3]=[CH:2][CH:11]=[C:6]([CH2:7][O:29][C:16]3[CH:17]=[C:18]4[C:22](=[C:14]([Cl:13])[C:15]=3[CH3:30])[C:21](=[O:23])[CH:20]([CH:24]3[CH2:28][CH2:27][CH2:26][CH2:25]3)[CH2:19]4)[CH:5]=2)=[CH:11][C:6]=1[C:7]([OH:9])=[O:8]. (4) The product is: [CH3:1][O:2][C:3]1[CH:11]=[C:10]([C:12]([F:15])([F:14])[F:13])[CH:9]=[C:8]([O:16][CH3:17])[C:4]=1[C:5]([Cl:20])=[O:6]. Given the reactants [CH3:1][O:2][C:3]1[CH:11]=[C:10]([C:12]([F:15])([F:14])[F:13])[CH:9]=[C:8]([O:16][CH3:17])[C:4]=1[C:5](O)=[O:6].S(Cl)([Cl:20])=O, predict the reaction product. (5) Given the reactants [NH2:1][C:2](=[O:37])[C@@H:3]([NH:20][C:21]([C:23]1([NH:29][C:30](=[O:36])[O:31][C:32]([CH3:35])([CH3:34])[CH3:33])[CH2:28][CH2:27][O:26][CH2:25][CH2:24]1)=[O:22])[CH2:4][C:5]1[CH:10]=[CH:9][C:8](B2OC(C)(C)C(C)(C)O2)=[CH:7][CH:6]=1.Br[C:39]1[CH:47]=[C:46]2[C:42]([CH2:43][N:44]([CH3:49])[C:45]2=[O:48])=[CH:41][CH:40]=1.C([O-])(=O)C.[K+], predict the reaction product. The product is: [NH2:1][C:2](=[O:37])[C@@H:3]([NH:20][C:21]([C:23]1([NH:29][C:30](=[O:36])[O:31][C:32]([CH3:33])([CH3:35])[CH3:34])[CH2:28][CH2:27][O:26][CH2:25][CH2:24]1)=[O:22])[CH2:4][C:5]1[CH:6]=[CH:7][C:8]([C:39]2[CH:47]=[C:46]3[C:42](=[CH:41][CH:40]=2)[CH2:43][N:44]([CH3:49])[C:45]3=[O:48])=[CH:9][CH:10]=1. (6) Given the reactants [OH:1][C:2]1[CH:3]=[C:4]([CH:10]=[CH:11][CH:12]=1)[C:5]([O:7][CH2:8][CH3:9])=[O:6].Br[CH:14]([CH2:16][CH3:17])[CH3:15], predict the reaction product. The product is: [CH:14]([O:1][C:2]1[CH:3]=[C:4]([CH:10]=[CH:11][CH:12]=1)[C:5]([O:7][CH2:8][CH3:9])=[O:6])([CH2:16][CH3:17])[CH3:15]. (7) Given the reactants [O:1]=[S:2]1(=[O:25])[CH2:6][C:5]2[CH:7]=[CH:8][C:9]([NH:11][C:12]3[C:13]4[C:23](=[O:24])[NH:22][CH:21]=[CH:20][C:14]=4[N:15]=[C:16](SC)[N:17]=3)=[CH:10][C:4]=2[CH2:3]1.C1C=C(Cl)C=C(C(OO)=O)C=1.[NH2:37][CH2:38][CH2:39][CH2:40][NH:41]C(=O)OC(C)(C)C.C(O)(C(F)(F)F)=O, predict the reaction product. The product is: [NH2:37][CH2:38][CH2:39][CH2:40][NH:41][C:16]1[N:17]=[C:12]([NH:11][C:9]2[CH:8]=[CH:7][C:5]3[CH2:6][S:2](=[O:1])(=[O:25])[CH2:3][C:4]=3[CH:10]=2)[C:13]2[C:23](=[O:24])[NH:22][CH:21]=[CH:20][C:14]=2[N:15]=1. (8) Given the reactants Cl[C:2]([O:4][C:5]1[CH:10]=[CH:9][C:8]([N+:11]([O-:13])=[O:12])=[CH:7][CH:6]=1)=[O:3].[O:14]1[CH2:19][CH2:18][N:17]([CH2:20][CH2:21][CH2:22][O:23][C:24]2[CH:25]=[C:26]([CH:28]=[CH:29][CH:30]=2)[NH2:27])[CH2:16][CH2:15]1.C(N(C(C)C)CC)(C)C, predict the reaction product. The product is: [O:14]1[CH2:15][CH2:16][N:17]([CH2:20][CH2:21][CH2:22][O:23][C:24]2[CH:25]=[C:26]([NH:27][C:2](=[O:3])[O:4][C:5]3[CH:10]=[CH:9][C:8]([N+:11]([O-:13])=[O:12])=[CH:7][CH:6]=3)[CH:28]=[CH:29][CH:30]=2)[CH2:18][CH2:19]1. (9) Given the reactants [CH2:1]([C:3]1[CH:4]=[N:5][C:6]([C:9]2[CH:14]=[CH:13][C:12]([CH:15]([NH:22][C:23]3[CH:31]=[CH:30][C:26]([C:27](O)=[O:28])=[CH:25][CH:24]=3)[CH2:16][CH2:17][C:18]([F:21])([F:20])[F:19])=[C:11]([CH3:32])[CH:10]=2)=[N:7][CH:8]=1)[CH3:2].[NH:33]1[CH2:38][CH2:37][CH2:36][C@@H:35]([C:39]([O:41][CH2:42][CH3:43])=[O:40])[CH2:34]1.ON1C2C=CC=CC=2N=N1.Cl.C(N=C=NCCCN(C)C)C.C(N(C(C)C)CC)(C)C, predict the reaction product. The product is: [CH2:1]([C:3]1[CH:8]=[N:7][C:6]([C:9]2[CH:14]=[CH:13][C:12]([CH:15]([NH:22][C:23]3[CH:24]=[CH:25][C:26]([C:27]([N:33]4[CH2:38][CH2:37][CH2:36][C@@H:35]([C:39]([O:41][CH2:42][CH3:43])=[O:40])[CH2:34]4)=[O:28])=[CH:30][CH:31]=3)[CH2:16][CH2:17][C:18]([F:20])([F:21])[F:19])=[C:11]([CH3:32])[CH:10]=2)=[N:5][CH:4]=1)[CH3:2]. (10) Given the reactants [F:1][C:2]([F:23])([F:22])[CH:3]([C:5]1[C:14]2[O:13][CH2:12][CH2:11][N:10](C(OC(C)(C)C)=O)[CH2:9][C:8]=2[S:7][CH:6]=1)[CH3:4].C(OCC)(=O)C.Cl, predict the reaction product. The product is: [F:23][C:2]([F:1])([F:22])[CH:3]([C:5]1[C:14]2[O:13][CH2:12][CH2:11][NH:10][CH2:9][C:8]=2[S:7][CH:6]=1)[CH3:4].